This data is from Forward reaction prediction with 1.9M reactions from USPTO patents (1976-2016). The task is: Predict the product of the given reaction. Given the reactants [CH2:1]([O:3][C:4]([C:6]1[C:10]2[CH2:11][CH2:12][CH2:13][CH2:14][C:9]=2[S:8][C:7]=1[NH:15][C:16](=[O:18])[CH3:17])=[O:5])[CH3:2].ClC1C(=O)C(C#N)=C(C#N)C(=O)C=1Cl, predict the reaction product. The product is: [CH2:1]([O:3][C:4]([C:6]1[C:10]2[CH:11]=[CH:12][CH:13]=[CH:14][C:9]=2[S:8][C:7]=1[NH:15][C:16](=[O:18])[CH3:17])=[O:5])[CH3:2].